Dataset: Forward reaction prediction with 1.9M reactions from USPTO patents (1976-2016). Task: Predict the product of the given reaction. (1) Given the reactants C([Li])CCC.Br[C:7]1[CH:8]=[C:9]([CH3:20])[C:10]([O:16][CH:17]([F:19])[F:18])=[C:11]([CH:13]2[CH2:15][CH2:14]2)[CH:12]=1.[Br:21][C:22]1[CH:23]=[C:24]([C:28]([C:36]2[C:37]([C:42]#[N:43])=[N:38][CH:39]=[CH:40][CH:41]=2)=[N:29]S(C(C)(C)C)=O)[CH:25]=[CH:26][CH:27]=1.Cl, predict the reaction product. The product is: [Br:21][C:22]1[CH:23]=[C:24]([C:28]2([C:7]3[CH:8]=[C:9]([CH3:20])[C:10]([O:16][CH:17]([F:19])[F:18])=[C:11]([CH:13]4[CH2:15][CH2:14]4)[CH:12]=3)[C:36]3[C:37](=[N:38][CH:39]=[CH:40][CH:41]=3)[C:42]([NH2:43])=[N:29]2)[CH:25]=[CH:26][CH:27]=1. (2) Given the reactants [CH3:1][O:2][C:3]1[CH:8]=[CH:7][C:6](B(O)O)=[CH:5][CH:4]=1.[NH2:12][C:13]1[N:14]=[C:15]([N:24]2[CH2:29][CH2:28][N:27]([C:30](=[O:40])[CH2:31][O:32][C:33]3[CH:38]=[CH:37][C:36]([Cl:39])=[CH:35][CH:34]=3)[CH2:26][CH2:25]2)[C:16]2[N:22]=[C:21](Cl)[CH:20]=[CH:19][C:17]=2[N:18]=1, predict the reaction product. The product is: [NH2:12][C:13]1[N:14]=[C:15]([N:24]2[CH2:25][CH2:26][N:27]([C:30](=[O:40])[CH2:31][O:32][C:33]3[CH:38]=[CH:37][C:36]([Cl:39])=[CH:35][CH:34]=3)[CH2:28][CH2:29]2)[C:16]2[N:22]=[C:21]([C:6]3[CH:7]=[CH:8][C:3]([O:2][CH3:1])=[CH:4][CH:5]=3)[CH:20]=[CH:19][C:17]=2[N:18]=1.